This data is from Full USPTO retrosynthesis dataset with 1.9M reactions from patents (1976-2016). The task is: Predict the reactants needed to synthesize the given product. (1) Given the product [F:12][C:13]1[CH:18]=[CH:17][C:16]([F:19])=[CH:15][C:14]=1[N:20]1[CH:5]=[CH:4][CH:3]=[N:21]1, predict the reactants needed to synthesize it. The reactants are: CO[CH:3](OC)[CH2:4][CH:5](OC)OC.[F:12][C:13]1[CH:18]=[CH:17][C:16]([F:19])=[CH:15][C:14]=1[NH:20][NH2:21].Cl. (2) Given the product [Br:12][C:13]1[CH:14]=[CH:15][C:16]2[N:17]([CH:19]=[C:20]([C:22]([NH:6][C:5]3[CH:7]=[CH:8][CH:9]=[C:3]([C:2]([F:10])([F:11])[F:1])[CH:4]=3)=[O:23])[N:21]=2)[CH:18]=1, predict the reactants needed to synthesize it. The reactants are: [F:1][C:2]([F:11])([F:10])[C:3]1[CH:4]=[C:5]([CH:7]=[CH:8][CH:9]=1)[NH2:6].[Br:12][C:13]1[CH:14]=[CH:15][C:16]2[N:17]([CH:19]=[C:20]([C:22](OCC)=[O:23])[N:21]=2)[CH:18]=1. (3) Given the product [CH3:41][O:40][CH2:39][O:38][C:13]1[CH:12]=[CH:11][C:10]([CH2:9][N:5]2[CH2:6][CH2:7][N:2]([CH3:1])[CH2:3][CH2:4]2)=[CH:37][C:14]=1[C:15]([NH:17][C:18]1[CH:30]=[C:29]([C:31]2[CH:36]=[CH:35][CH:34]=[CH:33][CH:32]=2)[CH:28]=[CH:27][C:19]=1[C:20]([O:22][C:23]([CH3:26])([CH3:24])[CH3:25])=[O:21])=[O:16], predict the reactants needed to synthesize it. The reactants are: [CH3:1][N:2]1[CH2:7][CH2:6][NH:5][CH2:4][CH2:3]1.Br[CH2:9][C:10]1[CH:11]=[CH:12][C:13]([O:38][CH2:39][O:40][CH3:41])=[C:14]([CH:37]=1)[C:15]([NH:17][C:18]1[CH:30]=[C:29]([C:31]2[CH:36]=[CH:35][CH:34]=[CH:33][CH:32]=2)[CH:28]=[CH:27][C:19]=1[C:20]([O:22][C:23]([CH3:26])([CH3:25])[CH3:24])=[O:21])=[O:16]. (4) Given the product [NH2:1][C:2]1[CH:3]=[C:4]([CH:8]=[CH:9][C:10]=1[F:11])[CH2:5][OH:6], predict the reactants needed to synthesize it. The reactants are: [NH2:1][C:2]1[CH:3]=[C:4]([CH:8]=[CH:9][C:10]=1[F:11])[C:5](O)=[O:6].B.C1COCC1. (5) Given the product [Cl:30][C:25]1[CH:26]=[CH:27][CH:28]=[CH:29][C:24]=1[C:22]1[N:13]=[C:12]([C:11]2[C:3]([CH3:2])=[N:4][N:5]3[CH:10]=[CH:9][CH:8]=[CH:7][C:6]=23)[S:14][C:16]=1[C:17]([O:19][CH2:20][CH3:21])=[O:18], predict the reactants needed to synthesize it. The reactants are: Cl.[CH3:2][C:3]1[C:11]([C:12](=[S:14])[NH2:13])=[C:6]2[CH:7]=[CH:8][CH:9]=[CH:10][N:5]2[N:4]=1.Cl[CH:16]([C:22]([C:24]1[CH:29]=[CH:28][CH:27]=[CH:26][C:25]=1[Cl:30])=O)[C:17]([O:19][CH2:20][CH3:21])=[O:18]. (6) Given the product [C:74]([C:71]1[CH:70]=[CH:69][C:68]2[C:73](=[C:64]([C:44]3[CH:45]=[CH:46][C:47]([O:24][CH2:25][CH2:26][O:27][C:28]4[CH:40]=[CH:39][C:31]([C:32]([O:34][C:35]([CH3:36])([CH3:37])[CH3:38])=[O:33])=[CH:30][CH:29]=4)=[C:42]([F:41])[CH:43]=3)[CH:65]=[N:66][CH:67]=2)[N:72]=1)(=[O:75])[NH2:76], predict the reactants needed to synthesize it. The reactants are: FC1C=C(C2C=NC=C3C=2N=C(C(OCC)=O)C=C3)C=CC=1O.[OH:24][CH2:25][CH2:26][O:27][C:28]1[CH:40]=[CH:39][C:31]([C:32]([O:34][C:35]([CH3:38])([CH3:37])[CH3:36])=[O:33])=[CH:30][CH:29]=1.[F:41][C:42]1[CH:43]=[C:44]([C:64]2[CH:65]=[N:66][CH:67]=[C:68]3[C:73]=2[N:72]=[C:71]([C:74]([NH2:76])=[O:75])[CH:70]=[CH:69]3)[CH:45]=[CH:46][C:47]=1OCCOCCOCCOC1CCCCO1.Cl.O1CCOCC1. (7) The reactants are: [C:1]1([C@H:7]([NH:32][C:33]([O:35][C@@H:36]2[CH:41]3[CH2:42][CH2:43][N:38]([CH2:39][CH2:40]3)[CH2:37]2)=[O:34])[C:8]2[CH:9]=[C:10]([CH:29]=[CH:30][CH:31]=2)[O:11][CH2:12][CH:13]2[CH2:18][CH2:17][N:16](C(OCC3C=CC=CC=3)=O)[CH2:15][CH2:14]2)[CH:6]=[CH:5][CH:4]=[CH:3][CH:2]=1.CC1CC=CCC=1. Given the product [N:38]12[CH2:39][CH2:40][CH:41]([CH2:42][CH2:43]1)[C@@H:36]([O:35][C:33](=[O:34])[NH:32][C@@H:7]([C:1]1[CH:6]=[CH:5][CH:4]=[CH:3][CH:2]=1)[C:8]1[CH:31]=[CH:30][CH:29]=[C:10]([O:11][CH2:12][CH:13]3[CH2:14][CH2:15][NH:16][CH2:17][CH2:18]3)[CH:9]=1)[CH2:37]2, predict the reactants needed to synthesize it. (8) Given the product [C:30]([C:2]1[CH:3]=[C:4]2[C:8](=[CH:9][CH:10]=1)[CH2:7][N:6]([C:11]([C:18]1[CH:19]=[CH:20][CH:21]=[CH:22][CH:23]=1)([C:12]1[CH:13]=[CH:14][CH:15]=[CH:16][CH:17]=1)[C:24]1[CH:25]=[CH:26][CH:27]=[CH:28][CH:29]=1)[CH2:5]2)#[C:31][CH2:32][CH2:33][CH2:34][CH2:35][CH2:36][CH3:37], predict the reactants needed to synthesize it. The reactants are: I[C:2]1[CH:3]=[C:4]2[C:8](=[CH:9][CH:10]=1)[CH2:7][N:6]([C:11]([C:24]1[CH:29]=[CH:28][CH:27]=[CH:26][CH:25]=1)([C:18]1[CH:23]=[CH:22][CH:21]=[CH:20][CH:19]=1)[C:12]1[CH:17]=[CH:16][CH:15]=[CH:14][CH:13]=1)[CH2:5]2.[CH:30]#[C:31][CH2:32][CH2:33][CH2:34][CH2:35][CH2:36][CH3:37].